Dataset: Full USPTO retrosynthesis dataset with 1.9M reactions from patents (1976-2016). Task: Predict the reactants needed to synthesize the given product. (1) Given the product [Br:1][C:2]1[CH:3]=[CH:4][C:5]([O:17][CH:24]([C:26]2[CH:31]=[CH:30][CH:29]=[CH:28][CH:27]=2)[CH3:25])=[C:6]([CH:16]=1)[C:7]([NH:9][C:10]1[CH:11]=[N:12][CH:13]=[CH:14][CH:15]=1)=[O:8], predict the reactants needed to synthesize it. The reactants are: [Br:1][C:2]1[CH:3]=[CH:4][C:5]([OH:17])=[C:6]([CH:16]=1)[C:7]([NH:9][C:10]1[CH:11]=[N:12][CH:13]=[CH:14][CH:15]=1)=[O:8].[OH-].[K+].CO.[K].Br[CH:24]([C:26]1[CH:31]=[CH:30][CH:29]=[CH:28][CH:27]=1)[CH3:25]. (2) The reactants are: [C:1]([O:5][C:6]([N:8]([CH3:21])[C@@H:9]1[CH2:13][CH2:12][C@H:11]([C:14]([O:16]/[N:17]=[C:18](/[NH2:20])\[CH3:19])=O)[CH2:10]1)=[O:7])([CH3:4])([CH3:3])[CH3:2].CC([O-])=O.[Na+].O. Given the product [C:1]([O:5][C:6](=[O:7])[N:8]([CH3:21])[C@@H:9]1[CH2:13][CH2:12][C@H:11]([C:14]2[O:16][N:17]=[C:18]([CH3:19])[N:20]=2)[CH2:10]1)([CH3:4])([CH3:3])[CH3:2], predict the reactants needed to synthesize it. (3) Given the product [C:28]1([C:3]#[C:2][CH2:1][O:4][CH2:5][CH2:6][N:7]2[C:19]3[C:18]4[CH:17]=[CH:16][CH:15]=[CH:14][C:13]=4[N:12]=[C:11]([NH2:20])[C:10]=3[N:9]=[CH:8]2)[CH:33]=[CH:32][CH:31]=[CH:30][CH:29]=1, predict the reactants needed to synthesize it. The reactants are: [CH2:1]([O:4][CH2:5][CH2:6][N:7]1[C:19]2[C:18]3[CH:17]=[CH:16][CH:15]=[CH:14][C:13]=3[N:12]=[C:11]([NH2:20])[C:10]=2[N:9]=[CH:8]1)[C:2]#[CH:3].C(=O)([O-])[O-].[K+].[K+].I[C:28]1[CH:33]=[CH:32][CH:31]=[CH:30][CH:29]=1.FC(F)(F)C(O)=O. (4) Given the product [C:16]([O:15][C:13]([NH:1][C:2]1[N:7]=[C:6]([C:8]([O:10][CH2:11][CH3:12])=[O:9])[CH:5]=[CH:4][CH:3]=1)=[O:14])([CH3:19])([CH3:18])[CH3:17], predict the reactants needed to synthesize it. The reactants are: [NH2:1][C:2]1[N:7]=[C:6]([C:8]([O:10][CH2:11][CH3:12])=[O:9])[CH:5]=[CH:4][CH:3]=1.[C:13](O[C:13]([O:15][C:16]([CH3:19])([CH3:18])[CH3:17])=[O:14])([O:15][C:16]([CH3:19])([CH3:18])[CH3:17])=[O:14].C(N(CC)CC)C.O1CCCC1. (5) Given the product [CH:15]1([CH2:14][CH2:13][CH2:12][C@@H:8]([C:9]2[O:11][N:31]=[C:24]([CH2:25][N:26]3[CH:30]=[N:29][CH:28]=[N:27]3)[N:23]=2)[CH2:7][C:6]([O:5][C:1]([CH3:2])([CH3:3])[CH3:4])=[O:21])[CH2:20][CH2:19][CH2:18][CH2:17][CH2:16]1, predict the reactants needed to synthesize it. The reactants are: [C:1]([O:5][C:6](=[O:21])[CH2:7][CH:8]([CH2:12][CH2:13][CH2:14][CH:15]1[CH2:20][CH2:19][CH2:18][CH2:17][CH2:16]1)[C:9]([OH:11])=O)([CH3:4])([CH3:3])[CH3:2].O[NH:23][C:24](=[NH:31])[CH2:25][N:26]1[CH:30]=[N:29][CH:28]=[N:27]1. (6) Given the product [N:20]1([C:4]([C:6]2[CH:10]=[C:9]([CH2:11][NH:12][C:13]([O:15][C:16]([CH3:17])([CH3:18])[CH3:19])=[O:14])[O:8][N:7]=2)=[O:5])[CH2:24][CH2:23][CH2:22][CH2:21]1, predict the reactants needed to synthesize it. The reactants are: C(O[C:4]([C:6]1[CH:10]=[C:9]([CH2:11][NH:12][C:13]([O:15][C:16]([CH3:19])([CH3:18])[CH3:17])=[O:14])[O:8][N:7]=1)=[O:5])C.[NH:20]1[CH2:24][CH2:23][CH2:22][CH2:21]1.